From a dataset of Catalyst prediction with 721,799 reactions and 888 catalyst types from USPTO. Predict which catalyst facilitates the given reaction. (1) Reactant: [F:1][C:2]1[CH:3]=[C:4]([CH:31]=[C:32]([F:34])[CH:33]=1)[CH2:5][C:6]1[S:10][C:9]([NH:11][C:12]([C:14]2[CH:30]=[CH:29][C:17]([O:18][CH:19]3[CH2:24][CH2:23][CH:22]([C:25]([O:27]C)=[O:26])[CH2:21][CH2:20]3)=[CH:16][CH:15]=2)=[O:13])=[N:8][N:7]=1.O.[OH-].[Li+]. Product: [F:34][C:32]1[CH:31]=[C:4]([CH:3]=[C:2]([F:1])[CH:33]=1)[CH2:5][C:6]1[S:10][C:9]([NH:11][C:12]([C:14]2[CH:30]=[CH:29][C:17]([O:18][C@@H:19]3[CH2:20][CH2:21][C@H:22]([C:25]([OH:27])=[O:26])[CH2:23][CH2:24]3)=[CH:16][CH:15]=2)=[O:13])=[N:8][N:7]=1. The catalyst class is: 36. (2) Reactant: [C:1]1([C:7]2[CH:12]=[CH:11][C:10]([CH2:13][C:14]([OH:16])=O)=[C:9]([F:17])[CH:8]=2)[CH:6]=[CH:5][CH:4]=[CH:3][CH:2]=1.[F:18][C:19]1[CH:20]=[C:21]([CH:24]=[CH:25][CH:26]=1)[CH2:22][NH2:23].C1CN([P+](ON2N=NC3C=CC=CC2=3)(N2CCCC2)N2CCCC2)CC1.F[P-](F)(F)(F)(F)F.CCN(C(C)C)C(C)C. Product: [F:18][C:19]1[CH:20]=[C:21]([CH:24]=[CH:25][CH:26]=1)[CH2:22][NH:23][C:14](=[O:16])[CH2:13][C:10]1[CH:11]=[CH:12][C:7]([C:1]2[CH:2]=[CH:3][CH:4]=[CH:5][CH:6]=2)=[CH:8][C:9]=1[F:17]. The catalyst class is: 18.